Dataset: Full USPTO retrosynthesis dataset with 1.9M reactions from patents (1976-2016). Task: Predict the reactants needed to synthesize the given product. (1) The reactants are: NC1C=[CH:6][C:5]([OH:8])=CC=1[N+]([O-])=O.[OH:12][CH2:13]CN1CCOCC1.C1(P(C2C=CC=CC=2)C2C=CC=CC=2)C=CC=CC=1.[N:40]([C:47]([O:49][CH2:50][CH3:51])=[O:48])=[N:41]C(OCC)=O. Given the product [N:40]([C:13]([O:8][CH2:5][CH3:6])=[O:12])([C:47]([O:49][CH2:50][CH3:51])=[O:48])[NH2:41], predict the reactants needed to synthesize it. (2) The reactants are: [Cl:1][C:2]1[CH:10]=[C:9]2[C:5]([C:6]3([O:16][CH2:15][CH2:14][CH2:13][O:12]3)[C:7](=[O:11])[NH:8]2)=[CH:4][CH:3]=1.[OH-].[C:18](#[N:21])[CH:19]=[CH2:20].O. Given the product [Cl:1][C:2]1[CH:10]=[C:9]2[C:5]([C:6]3([O:16][CH2:15][CH2:14][CH2:13][O:12]3)[C:7](=[O:11])[N:8]2[CH2:20][CH2:19][C:18]#[N:21])=[CH:4][CH:3]=1, predict the reactants needed to synthesize it. (3) The reactants are: [NH2:1][C:2]1[C:10]2[C:9]([C:11]3[CH:16]=[CH:15][CH:14]=[C:13]([O:17]C)[C:12]=3[F:19])=[N:8][C:7](S(C)=O)=[N:6][C:5]=2[S:4][C:3]=1[C:23]([NH2:25])=[O:24].[NH2:26][C@@H:27]([CH3:30])[CH2:28][OH:29].O. Given the product [NH2:1][C:2]1[C:10]2[C:9]([C:11]3[CH:16]=[CH:15][CH:14]=[C:13]([OH:17])[C:12]=3[F:19])=[N:8][C:7]([NH:26][C@@H:27]([CH3:30])[CH2:28][OH:29])=[N:6][C:5]=2[S:4][C:3]=1[C:23]([NH2:25])=[O:24], predict the reactants needed to synthesize it. (4) Given the product [CH3:1][N:2]1[C:14]2[C:13]3[N:12]=[C:11]([S:22]([CH3:27])(=[O:24])=[O:21])[N:10]=[CH:9][C:8]=3[CH2:7][CH2:6][C:5]=2[C:4]([C:17]([NH2:19])=[O:18])=[N:3]1, predict the reactants needed to synthesize it. The reactants are: [CH3:1][N:2]1[C:14]2[C:13]3[N:12]=[C:11](SC)[N:10]=[CH:9][C:8]=3[CH2:7][CH2:6][C:5]=2[C:4]([C:17]([NH2:19])=[O:18])=[N:3]1.O[O:21][S:22]([O-:24])=O.[K+].O.[C:27](OCC)(=O)C. (5) Given the product [N:1]1[S:5][N:4]=[C:3]2[C:6]([S:10]([NH:13][C:14]3[CH:22]=[C:21]([Cl:23])[CH:20]=[CH:19][C:15]=3[C:16]([NH:35][CH2:34][CH:33]([C:28]3[CH:29]=[CH:30][C:31]([Cl:32])=[C:26]([Cl:25])[CH:27]=3)[CH3:36])=[O:17])(=[O:11])=[O:12])=[CH:7][CH:8]=[CH:9][C:2]=12, predict the reactants needed to synthesize it. The reactants are: [N:1]1[S:5][N:4]=[C:3]2[C:6]([S:10]([NH:13][C:14]3[CH:22]=[C:21]([Cl:23])[CH:20]=[CH:19][C:15]=3[C:16](O)=[O:17])(=[O:12])=[O:11])=[CH:7][CH:8]=[CH:9][C:2]=12.Cl.[Cl:25][C:26]1[CH:27]=[C:28]([CH:33]([CH3:36])[CH2:34][NH2:35])[CH:29]=[CH:30][C:31]=1[Cl:32]. (6) Given the product [CH3:58][N:59]([CH3:60])[C:46]([C:45]1[CH:44]=[CH:43][C:42]([O:41][C:7]2[CH:2]=[CH:3][C:4]([C:8]([NH:62][C:63](=[O:64])[O:93][CH:87]3[CH:88]4[CH2:91][CH2:92][N:85]([CH2:90][CH2:89]4)[CH2:86]3)([CH3:14])[CH3:15])=[CH:5][CH:6]=2)=[CH:50][CH:49]=1)=[O:48], predict the reactants needed to synthesize it. The reactants are: Br[C:2]1[CH:3]=[C:4]([C:8]([CH3:15])([CH3:14])C(OCC)=O)[CH:5]=[CH:6][CH:7]=1.BrC1C=CC(C(C)(C)C(OCC)=O)=CC=1.OC1C=C(C=CC=1)C(O)=O.[OH:41][C:42]1[CH:50]=[CH:49][C:45]([C:46]([OH:48])=O)=[CH:44][CH:43]=1.N1CCOCC1.Cl.[CH3:58][NH:59][CH3:60].C[N:62](C)[C:63](C1C=CC(OC2C=CC(C(C)(C)C(O)=O)=CC=2)=CC=1)=[O:64].[N:85]12[CH2:92][CH2:91][CH:88]([CH2:89][CH2:90]1)[CH:87]([OH:93])[CH2:86]2. (7) Given the product [C:12]([NH:9][NH:8][C:6](=[O:7])[C:5]1[CH:10]=[CH:11][C:2]([Cl:1])=[N:3][CH:4]=1)(=[O:14])[CH3:13], predict the reactants needed to synthesize it. The reactants are: [Cl:1][C:2]1[CH:11]=[CH:10][C:5]([C:6]([NH:8][NH2:9])=[O:7])=[CH:4][N:3]=1.[C:12](Cl)(=[O:14])[CH3:13]. (8) Given the product [CH:54]1([C:52]([N:48]2[C:49]3[C:44](=[CH:43][C:42]([C:81]4[C:77]([CH3:76])=[N:78][O:79][C:80]=4[CH3:85])=[CH:51][CH:50]=3)[CH2:45][CH2:46][CH:47]2[CH2:60][N:61]2[CH2:62][CH2:63][N:64]([C:67]3[CH:72]=[CH:71][C:70]([F:73])=[CH:69][C:68]=3[O:74][CH3:75])[CH2:65][CH2:66]2)=[O:53])[CH2:59][CH2:58][CH2:57][CH2:56][CH2:55]1, predict the reactants needed to synthesize it. The reactants are: C1(C(N2C3C(=CC(C4C=CC=CC=4)=CC=3)CCC2CN2CCN(C3C=CC=C4C=3C=CN4)CC2)=O)CCCCC1.Br[C:42]1[CH:43]=[C:44]2[C:49](=[CH:50][CH:51]=1)[N:48]([C:52]([CH:54]1[CH2:59][CH2:58][CH2:57][CH2:56][CH2:55]1)=[O:53])[CH:47]([CH2:60][N:61]1[CH2:66][CH2:65][N:64]([C:67]3[CH:72]=[CH:71][C:70]([F:73])=[CH:69][C:68]=3[O:74][CH3:75])[CH2:63][CH2:62]1)[CH2:46][CH2:45]2.[CH3:76][C:77]1[C:81](B(O)O)=[C:80]([CH3:85])[O:79][N:78]=1. (9) Given the product [C:25]([OH:32])(=[O:31])/[CH:26]=[CH:27]/[C:28]([OH:30])=[O:29].[N:1]12[CH2:6][CH2:5][CH:4]([CH2:7][CH2:8]1)[CH:3]([O:9][C:10]1[N:11]=[CH:12][C:13]([C:16]3[CH:21]=[CH:20][C:19]([N:22]([CH3:24])[CH3:23])=[CH:18][CH:17]=3)=[N:14][CH:15]=1)[CH2:2]2.[N:1]12[CH2:6][CH2:5][CH:4]([CH2:7][CH2:8]1)[CH:3]([O:9][C:10]1[N:11]=[CH:12][C:13]([C:16]3[CH:21]=[CH:20][C:19]([N:22]([CH3:24])[CH3:23])=[CH:18][CH:17]=3)=[N:14][CH:15]=1)[CH2:2]2, predict the reactants needed to synthesize it. The reactants are: [N:1]12[CH2:8][CH2:7][CH:4]([CH2:5][CH2:6]1)[CH:3]([O:9][C:10]1[N:11]=[CH:12][C:13]([C:16]3[CH:21]=[CH:20][C:19]([N:22]([CH3:24])[CH3:23])=[CH:18][CH:17]=3)=[N:14][CH:15]=1)[CH2:2]2.[C:25]([OH:32])(=[O:31])/[CH:26]=[CH:27]/[C:28]([OH:30])=[O:29].